From a dataset of Forward reaction prediction with 1.9M reactions from USPTO patents (1976-2016). Predict the product of the given reaction. Given the reactants Cl[C:2]1[C:7]([N+:8]([O-:10])=[O:9])=[C:6]([CH3:11])[CH:5]=[C:4]([Cl:12])[N:3]=1.Cl.[F:14][C@@H:15]1[CH2:19][CH2:18][NH:17][CH2:16]1, predict the reaction product. The product is: [Cl:12][C:4]1[N:3]=[C:2]([N:17]2[CH2:18][CH2:19][C@@H:15]([F:14])[CH2:16]2)[C:7]([N+:8]([O-:10])=[O:9])=[C:6]([CH3:11])[CH:5]=1.